From a dataset of Forward reaction prediction with 1.9M reactions from USPTO patents (1976-2016). Predict the product of the given reaction. (1) Given the reactants [Cl:1]C(OC(Cl)C)=O.C([N:15]1[CH2:20][CH:19]=[C:18]([C:21]2[O:22][C:23]([CH3:26])=[CH:24][N:25]=2)[CH2:17][CH2:16]1)C1C=CC=CC=1, predict the reaction product. The product is: [ClH:1].[CH3:26][C:23]1[O:22][C:21]([C:18]2[CH2:19][CH2:20][NH:15][CH2:16][CH:17]=2)=[N:25][CH:24]=1. (2) Given the reactants [C:1]1([CH:7](O)[CH2:8][CH3:9])[CH:6]=[CH:5][CH:4]=[CH:3][CH:2]=1.CCOCC, predict the reaction product. The product is: [CH3:9][CH:8]=[CH:7][C:1]1[CH:6]=[CH:5][CH:4]=[CH:3][CH:2]=1. (3) Given the reactants [C:1]([O:5][C:6](=[O:22])[N:7]([CH2:11][CH2:12][C:13]1[CH:18]=[CH:17][C:16]([N+:19]([O-:21])=[O:20])=[CH:15][CH:14]=1)[CH2:8][CH:9]=O)([CH3:4])([CH3:3])[CH3:2].Cl.[NH2:24][CH2:25][C:26]([O:28][CH2:29][CH3:30])=[O:27].C([BH3-])#N.[Na+].C(O)(=O)C, predict the reaction product. The product is: [C:1]([O:5][C:6]([N:7]([CH2:11][CH2:12][C:13]1[CH:18]=[CH:17][C:16]([N+:19]([O-:21])=[O:20])=[CH:15][CH:14]=1)[CH2:8][CH2:9][NH:24][CH2:25][C:26]([O:28][CH2:29][CH3:30])=[O:27])=[O:22])([CH3:4])([CH3:3])[CH3:2]. (4) Given the reactants [Cl:1][C:2]1[CH:3]=[C:4](/[C:12](=[N:22]\[O:23][CH:24]2[CH2:28][CH2:27][CH2:26][CH2:25]2)/[C:13]([NH:15][C:16]2C=CN(C)[N:17]=2)=[O:14])[CH:5]=[CH:6][C:7]=1[S:8]([CH3:11])(=[O:10])=[O:9].[CH3:29][C:30]1N=C(N)[S:32][N:31]=1.C(N(CC)C(C)C)(C)C, predict the reaction product. The product is: [Cl:1][C:2]1[CH:3]=[C:4](/[C:12](=[N:22]\[O:23][CH:24]2[CH2:25][CH2:26][CH2:27][CH2:28]2)/[C:13]([NH:15][C:16]2[S:32][N:31]=[C:30]([CH3:29])[N:17]=2)=[O:14])[CH:5]=[CH:6][C:7]=1[S:8]([CH3:11])(=[O:10])=[O:9]. (5) Given the reactants [F:1][C:2]1[CH:3]=[C:4]([NH:32][C:33]([C@:35]2([C:39]([NH:41][C:42]3[CH:47]=[CH:46][C:45]([F:48])=[CH:44][CH:43]=3)=[O:40])[CH2:37][C@H:36]2[CH3:38])=[O:34])[CH:5]=[CH:6][C:7]=1[O:8][C:9]1[C:18]2[C:13](=[CH:14][C:15]([O:22][CH2:23][CH2:24][CH2:25][N:26]3[CH2:31][CH2:30][O:29][CH2:28][CH2:27]3)=[C:16]([O:19][CH:20]=O)[CH:17]=2)[N:12]=[CH:11][CH:10]=1.Cl.ClCCCN1CCOCC1.C([O-])([O-])=O.[K+].[K+].CCOC(C)=O, predict the reaction product. The product is: [F:1][C:2]1[CH:3]=[C:4]([NH:32][C:33]([C@:35]2([C:39]([NH:41][C:42]3[CH:47]=[CH:46][C:45]([F:48])=[CH:44][CH:43]=3)=[O:40])[CH2:37][C@H:36]2[CH3:38])=[O:34])[CH:5]=[CH:6][C:7]=1[O:8][C:9]1[C:18]2[C:13](=[CH:14][C:15]([O:22][CH2:23][CH2:24][CH2:25][N:26]3[CH2:31][CH2:30][O:29][CH2:28][CH2:27]3)=[C:16]([O:19][CH3:20])[CH:17]=2)[N:12]=[CH:11][CH:10]=1.